Task: Predict the reactants needed to synthesize the given product.. Dataset: Full USPTO retrosynthesis dataset with 1.9M reactions from patents (1976-2016) (1) The reactants are: [S:1]1[CH:5]=[CH:4][CH:3]=[C:2]1[CH:6]=O.[CH3:8][O:9][CH2:10][CH2:11][NH2:12].[C:13]1(=[O:24])[O:19][C:17](=O)[C:16]2=[CH:20][CH:21]=[CH:22][CH:23]=[C:15]2[CH2:14]1.[O:25]1[CH2:30][CH2:29][O:28][C:27]2[CH:31]=[C:32]([NH2:35])[CH:33]=[CH:34][C:26]1=2. Given the product [O:25]1[CH2:30][CH2:29][O:28][C:27]2[CH:31]=[C:32]([NH:35][C:13]([CH:14]3[C:15]4[C:16](=[CH:20][CH:21]=[CH:22][CH:23]=4)[C:17](=[O:19])[N:12]([CH2:11][CH2:10][O:9][CH3:8])[CH:6]3[C:2]3[S:1][CH:5]=[CH:4][CH:3]=3)=[O:24])[CH:33]=[CH:34][C:26]1=2, predict the reactants needed to synthesize it. (2) Given the product [NH2:17][C:5]1[C:6]([NH:10][C:11]2[CH:12]=[CH:13][CH:14]=[CH:15][CH:16]=2)=[C:7]([C:2]([F:1])=[CH:3][CH:4]=1)[C:8]#[N:9], predict the reactants needed to synthesize it. The reactants are: [F:1][C:2]1[C:7]([C:8]#[N:9])=[C:6]([NH:10][C:11]2[CH:16]=[CH:15][CH:14]=[CH:13][CH:12]=2)[C:5]([N+:17]([O-])=O)=[CH:4][CH:3]=1.[NH4+].[Cl-]. (3) Given the product [C:1]([O:5][C:6]([NH:8][C@H:9]1[CH2:13][C@@:12]([CH2:18][CH3:19])([C:14]([OH:16])=[O:15])[CH:11]=[CH:10]1)=[O:7])([CH3:4])([CH3:3])[CH3:2], predict the reactants needed to synthesize it. The reactants are: [C:1]([O:5][C:6]([NH:8][C@H:9]1[CH2:13][C@@:12]([CH2:18][CH3:19])([C:14]([O:16]C)=[O:15])[CH:11]=[CH:10]1)=[O:7])([CH3:4])([CH3:3])[CH3:2].CO.O.O.[OH-].[Li+]. (4) Given the product [CH3:26][O:27][C:28]1[CH:33]=[C:32]([C:34]([F:37])([F:36])[F:35])[CH:31]=[CH:30][C:29]=1[C:38]1[C:47]2[C:42](=[CH:43][C:44]([S:48]([NH:8][C:9]3[S:10][CH:11]=[CH:12][N:13]=3)(=[O:50])=[O:49])=[N:45][CH:46]=2)[N:41]=[CH:40][CH:39]=1, predict the reactants needed to synthesize it. The reactants are: COC1C=CC(C[NH:8][C:9]2[S:10][CH:11]=[CH:12][N:13]=2)=CC=1.[Li+].C[Si]([N-][Si](C)(C)C)(C)C.[CH3:26][O:27][C:28]1[CH:33]=[C:32]([C:34]([F:37])([F:36])[F:35])[CH:31]=[CH:30][C:29]=1[C:38]1[C:47]2[C:42](=[CH:43][C:44]([S:48](Cl)(=[O:50])=[O:49])=[N:45][CH:46]=2)[N:41]=[CH:40][CH:39]=1. (5) Given the product [NH2:8][C@H:9]([C:15]([OH:17])=[O:16])[CH2:10][CH2:11][CH2:12][CH2:13][NH2:14], predict the reactants needed to synthesize it. The reactants are: C(O)(C(F)(F)F)=O.[NH2:8][C@H:9]([C:15]([OH:17])=[O:16])[CH2:10][CH2:11][CH2:12][CH2:13][NH2:14]. (6) Given the product [OH:14][CH2:13][CH2:12][CH2:11][NH:10][C:3](=[O:5])[C:2]([F:1])([F:8])[F:9], predict the reactants needed to synthesize it. The reactants are: [F:1][C:2]([F:9])([F:8])[C:3]([O:5]CC)=O.[NH2:10][CH2:11][CH2:12][CH2:13][OH:14].C1C=C2C(C(O)(O)C(=O)C2=CC=1)=O.